This data is from Full USPTO retrosynthesis dataset with 1.9M reactions from patents (1976-2016). The task is: Predict the reactants needed to synthesize the given product. (1) Given the product [O:14]1[C:19]2[CH:20]=[CH:21][CH:22]=[C:23]([CH2:24][CH2:25][C:26]([NH:12][CH:10]3[C:44]4[C:45](=[CH:46][CH:41]=[C:42]([Cl:40])[CH:43]=4)[O:3][C:4]4([CH2:5][CH2:6][CH2:7]4)[CH2:9]3)=[O:28])[C:18]=2[O:17][CH:16]=[CH:15]1, predict the reactants needed to synthesize it. The reactants are: CC1(C)C[CH:10]([NH2:12])[C:9]2[C:4](=[CH:5][CH:6]=[CH:7]C=2)[O:3]1.[O:14]1[C:19]2[CH:20]=[CH:21][CH:22]=[C:23]([CH2:24][CH2:25][C:26]([OH:28])=O)[C:18]=2[O:17][CH2:16][CH2:15]1.CCN=C=NCCCN(C)C.[ClH:40].[CH:41]1[CH:42]=[CH:43][C:44]2N(O)N=N[C:45]=2[CH:46]=1.C(N(CC)CC)C. (2) Given the product [C:1]([Si:5]([C:6]1[CH:11]=[CH:10][CH:9]=[CH:8][CH:7]=1)([C:12]1[CH:17]=[CH:16][CH:15]=[CH:14][CH:13]=1)[O:18][CH2:19][C@@H:20]([N:22]1[C:28]2=[N:27][C:26]([Cl:25])=[N:31][CH:30]=[C:29]2[CH:33]([CH3:34])[N:35]([C:36]2[CH:41]=[CH:40][C:39]([O:42][CH3:43])=[CH:38][CH:37]=2)[C:23]1=[O:24])[CH3:21])([CH3:2])([CH3:3])[CH3:4], predict the reactants needed to synthesize it. The reactants are: [C:1]([Si:5]([O:18][CH2:19][C@@H:20]([N:22]=[C:23]=[O:24])[CH3:21])([C:12]1[CH:17]=[CH:16][CH:15]=[CH:14][CH:13]=1)[C:6]1[CH:11]=[CH:10][CH:9]=[CH:8][CH:7]=1)([CH3:4])([CH3:3])[CH3:2].[Cl:25][C:26]1[N:31]=[C:30](Cl)[C:29]([CH:33]([NH:35][C:36]2[CH:41]=[CH:40][C:39]([O:42][CH3:43])=[CH:38][CH:37]=2)[CH3:34])=[CH:28][N:27]=1.CC(C)([O-])C.[K+]. (3) Given the product [Cl:1][C:2]1[CH:3]=[CH:4][C:5]([C:8]2[N:9]=[C:10]3[CH:15]=[CH:14][C:13]([C:16]4[CH:17]=[C:18]([CH:19]([OH:20])[CH3:26])[CH:21]=[CH:22][C:23]=4[F:24])=[CH:12][N:11]3[CH:25]=2)=[CH:6][CH:7]=1, predict the reactants needed to synthesize it. The reactants are: [Cl:1][C:2]1[CH:7]=[CH:6][C:5]([C:8]2[N:9]=[C:10]3[CH:15]=[CH:14][C:13]([C:16]4[CH:17]=[C:18]([CH:21]=[CH:22][C:23]=4[F:24])[CH:19]=[O:20])=[CH:12][N:11]3[CH:25]=2)=[CH:4][CH:3]=1.[CH3:26][Mg]Br.[Cl-].[NH4+]. (4) Given the product [CH3:1][S:2][C:3]1[N:4]=[C:5]([Cl:12])[C:6]([CH:10]=[O:11])=[C:7]([N:13]2[CH2:18][CH2:17][O:16][CH2:15][CH2:14]2)[N:8]=1, predict the reactants needed to synthesize it. The reactants are: [CH3:1][S:2][C:3]1[N:8]=[C:7](Cl)[C:6]([CH:10]=[O:11])=[C:5]([Cl:12])[N:4]=1.[NH:13]1[CH2:18][CH2:17][O:16][CH2:15][CH2:14]1.